From a dataset of Forward reaction prediction with 1.9M reactions from USPTO patents (1976-2016). Predict the product of the given reaction. (1) The product is: [CH3:34][NH:28][S:25]([C:22]1[CH:23]=[CH:24][C:19]([N:18]2[C:14]([C:10]3[CH:9]=[C:8]4[C:13](=[CH:12][CH:11]=3)[N:2]([CH3:1])[CH2:6][CH2:7]4)=[CH:15][C:16]([C:29]([F:30])([F:32])[F:31])=[N:17]2)=[CH:20][CH:21]=1)(=[O:27])=[O:26]. Given the reactants [C:1]([BH3-])#[N:2].[Na+].N1[C:13]2[C:8](=[CH:9][C:10]([C:14]3[N:18]([C:19]4[CH:24]=[CH:23][C:22]([S:25]([NH2:28])(=[O:27])=[O:26])=[CH:21][CH:20]=4)[N:17]=[C:16]([C:29]([F:32])([F:31])[F:30])[CH:15]=3)=[CH:11][CH:12]=2)[CH2:7][CH2:6]1.Cl.[CH2:34]=O, predict the reaction product. (2) The product is: [C:3]1([CH:1]=[C:22]2[C:23]3[C:28](=[CH:27][CH:26]=[CH:25][CH:24]=3)[N:20]([CH2:13][C:14]3[CH:19]=[CH:18][CH:17]=[CH:16][CH:15]=3)[C:21]2=[O:29])[C:12]2[C:6]([CH:7]=[CH:8][CH:9]=[CH:10][CH:11]=2)=[CH:5][CH:4]=1. Given the reactants [CH:1]([C:3]1[C:12]2[C:6]([CH:7]=[CH:8][CH:9]=[CH:10][CH:11]=2)=[CH:5][CH:4]=1)=O.[CH2:13]([N:20]1[C:28]2[C:23](=[CH:24][CH:25]=[CH:26][CH:27]=2)[CH2:22][C:21]1=[O:29])[C:14]1[CH:19]=[CH:18][CH:17]=[CH:16][CH:15]=1.N1CCCC1, predict the reaction product.